From a dataset of Buchwald-Hartwig C-N cross coupling reaction yields with 55,370 reactions. Predict the reaction yield, written as a fraction of the theoretical maximum amount of product (1.0 means a 100% yield; for example, 0.34 means a 34% yield). (1) The reactants are Brc1cccnc1.Cc1ccc(N)cc1.O=S(=O)(O[Pd]1c2ccccc2-c2ccccc2N~1)C(F)(F)F.COc1ccc(OC)c(P([C@]23C[C@H]4C[C@H](C[C@H](C4)C2)C3)[C@]23C[C@H]4C[C@H](C[C@H](C4)C2)C3)c1-c1c(C(C)C)cc(C(C)C)cc1C(C)C.CN1CCCN2CCCN=C12.c1ccc2nocc2c1. No catalyst specified. The product is Cc1ccc(Nc2cccnc2)cc1. The yield is 0.144. (2) The reactants are CCc1ccc(Br)cc1.Cc1ccc(N)cc1.O=S(=O)(O[Pd]1c2ccccc2-c2ccccc2N~1)C(F)(F)F.COc1ccc(OC)c(P([C@]23C[C@H]4C[C@H](C[C@H](C4)C2)C3)[C@]23C[C@H]4C[C@H](C[C@H](C4)C2)C3)c1-c1c(C(C)C)cc(C(C)C)cc1C(C)C.CN1CCCN2CCCN=C12.Fc1cccc(F)c1-c1ccno1. The product is CCc1ccc(Nc2ccc(C)cc2)cc1. No catalyst specified. The yield is 0.347. (3) The reactants are COc1ccc(Cl)cc1.Cc1ccc(N)cc1.O=S(=O)(O[Pd]1c2ccccc2-c2ccccc2N~1)C(F)(F)F.CC(C)c1cc(C(C)C)c(-c2ccccc2P(C(C)(C)C)C(C)(C)C)c(C(C)C)c1.CN(C)C(=NC(C)(C)C)N(C)C.Fc1cccc(F)c1-c1ccno1. No catalyst specified. The product is COc1ccc(Nc2ccc(C)cc2)cc1. The yield is 0. (4) The reactants are CCc1ccc(I)cc1.Cc1ccc(N)cc1.O=S(=O)(O[Pd]1c2ccccc2-c2ccccc2N~1)C(F)(F)F.COc1ccc(OC)c(P(C(C)(C)C)C(C)(C)C)c1-c1c(C(C)C)cc(C(C)C)cc1C(C)C.CCN=P(N=P(N(C)C)(N(C)C)N(C)C)(N(C)C)N(C)C.c1ccc(-c2ccon2)cc1. No catalyst specified. The product is CCc1ccc(Nc2ccc(C)cc2)cc1. The yield is 0.734. (5) No catalyst specified. The product is COc1ccc(Nc2ccc(C)cc2)cc1. The reactants are COc1ccc(Cl)cc1.Cc1ccc(N)cc1.O=S(=O)(O[Pd]1c2ccccc2-c2ccccc2N~1)C(F)(F)F.COc1ccc(OC)c(P([C@]23C[C@H]4C[C@H](C[C@H](C4)C2)C3)[C@]23C[C@H]4C[C@H](C[C@H](C4)C2)C3)c1-c1c(C(C)C)cc(C(C)C)cc1C(C)C.CCN=P(N=P(N(C)C)(N(C)C)N(C)C)(N(C)C)N(C)C.c1ccc2nocc2c1. The yield is 0. (6) The reactants are FC(F)(F)c1ccc(I)cc1.Cc1ccc(N)cc1.O=S(=O)(O[Pd]1c2ccccc2-c2ccccc2N~1)C(F)(F)F.CC(C)c1cc(C(C)C)c(-c2ccccc2P(C(C)(C)C)C(C)(C)C)c(C(C)C)c1.CN1CCCN2CCCN=C12.c1ccc(-c2ccon2)cc1. No catalyst specified. The product is Cc1ccc(Nc2ccc(C(F)(F)F)cc2)cc1. The yield is 0.503. (7) The reactants are COc1ccc(Cl)cc1.Cc1ccc(N)cc1.O=S(=O)(O[Pd]1c2ccccc2-c2ccccc2N~1)C(F)(F)F.COc1ccc(OC)c(P(C(C)(C)C)C(C)(C)C)c1-c1c(C(C)C)cc(C(C)C)cc1C(C)C.CN(C)C(=NC(C)(C)C)N(C)C.c1ccc(-c2cnoc2)cc1. No catalyst specified. The product is COc1ccc(Nc2ccc(C)cc2)cc1. The yield is 0.